From a dataset of Full USPTO retrosynthesis dataset with 1.9M reactions from patents (1976-2016). Predict the reactants needed to synthesize the given product. (1) Given the product [NH2:47][C:45](=[O:46])[C@@H:43]([NH:42][C:26](=[O:28])[C:25]1[CH:29]=[CH:30][CH:31]=[C:23]([N:17]2[C:18]3[C:14](=[C:13]([NH:12][CH2:11][C:10]([OH:36])([C:32]([F:34])([F:33])[F:35])[CH2:9][C:8]([C:6]4[CH:7]=[C:2]([F:1])[CH:3]=[CH:4][C:5]=4[O:39][CH3:40])([CH3:38])[CH3:37])[CH:21]=[C:20]([CH3:22])[CH:19]=3)[CH:15]=[N:16]2)[CH:24]=1)[CH3:44], predict the reactants needed to synthesize it. The reactants are: [F:1][C:2]1[CH:3]=[CH:4][C:5]([O:39][CH3:40])=[C:6]([C:8]([CH3:38])([CH3:37])[CH2:9][C:10]([OH:36])([C:32]([F:35])([F:34])[F:33])[CH2:11][NH:12][C:13]2[CH:21]=[C:20]([CH3:22])[CH:19]=[C:18]3[C:14]=2[CH:15]=[N:16][N:17]3[C:23]2[CH:24]=[C:25]([CH:29]=[CH:30][CH:31]=2)[C:26]([OH:28])=O)[CH:7]=1.Cl.[NH2:42][C@H:43]([C:45]([NH2:47])=[O:46])[CH3:44]. (2) Given the product [Cl:1][C:2]1[CH:7]=[CH:6][C:5]([C:8]2[CH:13]=[CH:12][CH:11]=[C:10]([O:14][CH2:30][C:31]([O:33][CH2:34][CH3:35])=[O:32])[CH:9]=2)=[CH:4][C:3]=1[C:15]([NH:17][CH2:18][C:19]12[CH2:20][CH:21]3[CH2:22][CH:23]([CH2:24][CH:25]([CH2:27]3)[CH2:26]1)[CH2:28]2)=[O:16], predict the reactants needed to synthesize it. The reactants are: [Cl:1][C:2]1[CH:7]=[CH:6][C:5]([C:8]2[CH:13]=[CH:12][CH:11]=[C:10]([OH:14])[CH:9]=2)=[CH:4][C:3]=1[C:15]([NH:17][CH2:18][C:19]12[CH2:28][CH:23]3[CH2:24][CH:25]([CH2:27][CH:21]([CH2:22]3)[CH2:20]1)[CH2:26]2)=[O:16].Cl[CH2:30][C:31]([O:33][CH2:34][CH3:35])=[O:32].C(=O)([O-])[O-].[K+].[K+]. (3) Given the product [Si:1]([O:8][CH2:9][CH:10]1[C:14](=[O:15])[CH2:13][C@@H:12]([CH:16]2[CH2:17][CH2:18]2)[N:11]1[C:19]([O:21][C:22]([CH3:25])([CH3:24])[CH3:23])=[O:20])([C:4]([CH3:7])([CH3:6])[CH3:5])([CH3:3])[CH3:2], predict the reactants needed to synthesize it. The reactants are: [Si:1]([O:8][CH2:9][CH:10]1[CH:14]([OH:15])[CH2:13][C@@H:12]([CH:16]2[CH2:18][CH2:17]2)[N:11]1[C:19]([O:21][C:22]([CH3:25])([CH3:24])[CH3:23])=[O:20])([C:4]([CH3:7])([CH3:6])[CH3:5])([CH3:3])[CH3:2].C([O-])(O)=O.[Na+].CC(OI1(OC(C)=O)(OC(C)=O)OC(=O)C2C=CC=CC1=2)=O.S([O-])([O-])=O.[Na+].[Na+]. (4) Given the product [C:9]([NH:17][CH2:18][C:19]([O:21][C:4]1([N:7]=[O:8])[CH2:5][CH2:6][O:1][CH2:2][CH2:3]1)=[O:20])(=[O:16])[C:10]1[CH:15]=[CH:14][CH:13]=[CH:12][CH:11]=1, predict the reactants needed to synthesize it. The reactants are: [O:1]1[CH2:6][CH2:5][C:4](=[N:7][OH:8])[CH2:3][CH2:2]1.[C:9]([NH:17][CH2:18][C:19]([O:21]C1C([O:21][C:19](=[O:20])[CH2:18][NH:17][C:9](=[O:16])[C:10]2[CH:15]=[CH:14][CH:13]=[CH:12][CH:11]=2)=C(I)C=CC=1)=[O:20])(=[O:16])[C:10]1[CH:15]=[CH:14][CH:13]=[CH:12][CH:11]=1.